From a dataset of Catalyst prediction with 721,799 reactions and 888 catalyst types from USPTO. Predict which catalyst facilitates the given reaction. (1) Product: [N:24]1([CH2:30][C:31]([N:33]([C:35]2[CH:36]=[CH:37][C:38]([NH:39]/[C:13](=[C:6]3\[C:5](=[O:23])[NH:4][C:12]4[C:7]\3=[CH:8][CH:9]=[CH:10][CH:11]=4)/[C:14]3[CH:15]=[CH:16][CH:17]=[CH:18][CH:19]=3)=[CH:40][CH:41]=2)[CH3:34])=[O:32])[CH2:29][CH2:28][CH2:27][CH2:26][CH2:25]1. The catalyst class is: 121. Reactant: C([N:4]1[C:12]2[C:7](=[CH:8][CH:9]=[CH:10][CH:11]=2)[C:6](=[C:13](OCC)[C:14]2[CH:19]=[CH:18][CH:17]=[CH:16][CH:15]=2)[C:5]1=[O:23])(=O)C.[N:24]1([CH2:30][C:31]([N:33]([C:35]2[CH:41]=[CH:40][C:38]([NH2:39])=[CH:37][CH:36]=2)[CH3:34])=[O:32])[CH2:29][CH2:28][CH2:27][CH2:26][CH2:25]1.[OH-].[Na+]. (2) Reactant: [H-].[Na+].[CH:3]1([S:6]([NH2:9])(=[O:8])=[O:7])[CH2:5][CH2:4]1.[CH3:10][C:11]1([CH3:36])[C:20]2[C:15](=[CH:16][CH:17]=[C:18]([C:21](O)=[O:22])[CH:19]=2)[NH:14][CH:13]([C:24]2[CH:29]=[CH:28][CH:27]=[C:26]([C:30]3[N:34]([CH3:35])[N:33]=[N:32][N:31]=3)[CH:25]=2)[CH2:12]1.C(N1C=CN=C1)(N1C=CN=C1)=O. Product: [CH3:10][C:11]1([CH3:36])[C:20]2[C:15](=[CH:16][CH:17]=[C:18]([C:21]([NH:9][S:6]([CH:3]3[CH2:5][CH2:4]3)(=[O:8])=[O:7])=[O:22])[CH:19]=2)[NH:14][CH:13]([C:24]2[CH:29]=[CH:28][CH:27]=[C:26]([C:30]3[N:34]([CH3:35])[N:33]=[N:32][N:31]=3)[CH:25]=2)[CH2:12]1. The catalyst class is: 35. (3) Reactant: [OH-].[K+].[Cl:3][C:4]1[CH:5]=[C:6]([CH:31]=[CH:32][C:33]=1[Cl:34])[CH:7]=[CH:8][C:9]1=[N:10][CH2:11][CH2:12][N:13]([CH2:20][C:21]2[CH:30]=[CH:29][C:24]([C:25]([O:27]C)=[O:26])=[CH:23][CH:22]=2)[C:14]2[CH:19]=[CH:18][CH:17]=[CH:16][C:15]1=2. Product: [ClH:3].[ClH:3].[Cl:3][C:4]1[CH:5]=[C:6]([CH:31]=[CH:32][C:33]=1[Cl:34])[CH:7]=[CH:8][C:9]1=[N:10][CH2:11][CH2:12][N:13]([CH2:20][C:21]2[CH:30]=[CH:29][C:24]([C:25]([OH:27])=[O:26])=[CH:23][CH:22]=2)[C:14]2[CH:19]=[CH:18][CH:17]=[CH:16][C:15]1=2. The catalyst class is: 5. (4) Reactant: [OH:1][C@@H:2]1[CH2:7][CH2:6][CH2:5][CH2:4][C@H:3]1[NH:8][C:9]1[S:10][C:11]2[CH:17]=[C:16]([CH2:18][C:19]3[N:23]4[CH:24]=[CH:25][C:26]([C:28](=O)[CH3:29])=[CH:27][C:22]4=[N:21][CH:20]=3)[CH:15]=[CH:14][C:12]=2[N:13]=1.Cl.[NH2:32][OH:33].N1C=CC=CC=1. Product: [OH:1][C@@H:2]1[CH2:7][CH2:6][CH2:5][CH2:4][C@H:3]1[NH:8][C:9]1[S:10][C:11]2[CH:17]=[C:16]([CH2:18][C:19]3[N:23]4[CH:24]=[CH:25][C:26]([C:28](=[N:32][OH:33])[CH3:29])=[CH:27][C:22]4=[N:21][CH:20]=3)[CH:15]=[CH:14][C:12]=2[N:13]=1. The catalyst class is: 14. (5) Reactant: CON(C)[C:4]([C:6]1[C:15](=[O:16])[C:14]2[C:9](=[N:10][C:11]([CH3:18])=[C:12]([CH3:17])[CH:13]=2)[N:8]([CH2:19][C:20]2[CH:25]=[CH:24][CH:23]=[C:22]([CH3:26])[N:21]=2)[CH:7]=1)=[O:5].[F:28][C:29]1[CH:30]=[C:31]([Mg]Br)[CH:32]=[CH:33][C:34]=1[O:35][CH3:36]. Product: [F:28][C:29]1[CH:30]=[C:31]([CH:32]=[CH:33][C:34]=1[O:35][CH3:36])[C:4]([C:6]1[C:15](=[O:16])[C:14]2[C:9](=[N:10][C:11]([CH3:18])=[C:12]([CH3:17])[CH:13]=2)[N:8]([CH2:19][C:20]2[CH:25]=[CH:24][CH:23]=[C:22]([CH3:26])[N:21]=2)[CH:7]=1)=[O:5]. The catalyst class is: 1. (6) Reactant: [NH:1]1[CH2:6][CH2:5][CH:4]([O:7][CH:8]2[CH2:11][C:10]([C:17]([O:19][CH2:20][CH3:21])=[O:18])([C:12]([O:14][CH2:15][CH3:16])=[O:13])[CH2:9]2)[CH2:3][CH2:2]1.F[C:23]1[CH:28]=[CH:27][C:26]([CH:29]=[O:30])=[CH:25][N:24]=1.C(=O)(O)[O-].[Na+].O. Product: [CH:29]([C:26]1[CH:27]=[CH:28][C:23]([N:1]2[CH2:6][CH2:5][CH:4]([O:7][CH:8]3[CH2:11][C:10]([C:17]([O:19][CH2:20][CH3:21])=[O:18])([C:12]([O:14][CH2:15][CH3:16])=[O:13])[CH2:9]3)[CH2:3][CH2:2]2)=[N:24][CH:25]=1)=[O:30]. The catalyst class is: 16. (7) Reactant: [CH3:1][S:2][C:3]1[CH:12]=[CH:11][C:6]([C:7](OC)=[O:8])=[CH:5][C:4]=1[C:13]([F:16])([F:15])[F:14].[H-].[Al+3].[Li+].[H-].[H-].[H-].O.O.O.O.O.O.O.O.O.O.S([O-])([O-])(=O)=O.[Na+].[Na+]. Product: [CH3:1][S:2][C:3]1[CH:12]=[CH:11][C:6]([CH2:7][OH:8])=[CH:5][C:4]=1[C:13]([F:14])([F:15])[F:16]. The catalyst class is: 7.